From a dataset of Catalyst prediction with 721,799 reactions and 888 catalyst types from USPTO. Predict which catalyst facilitates the given reaction. (1) Reactant: [CH:1]1([C:4]#[C:5][C:6]2[CH:11]=[C:10]([O:12][CH3:13])[CH:9]=[CH:8][C:7]=2[C:14](=[O:22])[CH2:15][C:16]2[CH:21]=[CH:20][CH:19]=[CH:18][CH:17]=2)[CH2:3][CH2:2]1.C[Si]([N-][Si](C)(C)C)(C)C.[K+]. Product: [CH:1]1([C:4]2[C:15]([C:16]3[CH:17]=[CH:18][CH:19]=[CH:20][CH:21]=3)=[C:14]([OH:22])[C:7]3[C:6]([CH:5]=2)=[CH:11][C:10]([O:12][CH3:13])=[CH:9][CH:8]=3)[CH2:2][CH2:3]1. The catalyst class is: 11. (2) Product: [Cl:26][C:27]1[CH:32]=[CH:31][C:30]([C:33]([NH:35][C:36]([NH:20][C:19]2[CH:21]=[CH:22][C:16]([O:15][C:6]3[C:5]4[C:10](=[CH:11][C:12]([O:13][CH3:14])=[C:3]([O:2][CH3:1])[CH:4]=4)[N:9]=[CH:8][N:7]=3)=[CH:17][CH:18]=2)=[S:37])=[O:34])=[CH:29][CH:28]=1. Reactant: [CH3:1][O:2][C:3]1[CH:4]=[C:5]2[C:10](=[CH:11][C:12]=1[O:13][CH3:14])[N:9]=[CH:8][N:7]=[C:6]2[O:15][C:16]1[CH:22]=[CH:21][C:19]([NH2:20])=[CH:18][CH:17]=1.C(O)C.[Cl:26][C:27]1[CH:32]=[CH:31][C:30]([C:33]([N:35]=[C:36]=[S:37])=[O:34])=[CH:29][CH:28]=1. The catalyst class is: 11. (3) Reactant: [CH:1]1([CH2:7][C:8]2[CH:12]=[CH:11][S:10][CH:9]=2)[CH2:6][CH2:5][CH2:4][CH2:3][CH2:2]1.C1C(=O)N([Br:20])C(=O)C1. Product: [Br:20][C:9]1[S:10][CH:11]=[CH:12][C:8]=1[CH2:7][CH:1]1[CH2:2][CH2:3][CH2:4][CH2:5][CH2:6]1. The catalyst class is: 52. (4) Reactant: [F:1][C:2]1[CH:3]=[N+:4]([O-])[CH:5]=[CH:6][CH:7]=1.C[CH2:10][N:11](CC)CC.[Si](C#N)(C)(C)C. Product: [F:1][C:2]1[C:3]([C:10]#[N:11])=[N:4][CH:5]=[CH:6][CH:7]=1. The catalyst class is: 496. (5) Product: [C:33]([O:32][C@@H:6]1[C@@H:5]([O:4][C:1](=[O:3])[CH3:2])[C@H:12]([O:13][C:14](=[O:16])[CH3:15])[C:9]2([CH2:10][CH2:11]2)[O:8][C@H:7]1[C:17]1[CH:22]=[CH:21][C:20]([Cl:23])=[C:19]([CH2:24][C:25]2[CH:26]=[CH:27][C:28]([O:31][C@H:44]3[CH2:45][CH2:46][O:42][CH2:43]3)=[CH:29][CH:30]=2)[CH:18]=1)(=[O:35])[CH3:34]. The catalyst class is: 18. Reactant: [C:1]([O:4][C@H:5]1[C@H:12]([O:13][C:14](=[O:16])[CH3:15])[C:9]2([CH2:11][CH2:10]2)[O:8][C@@H:7]([C:17]2[CH:22]=[CH:21][C:20]([Cl:23])=[C:19]([CH2:24][C:25]3[CH:30]=[CH:29][C:28]([OH:31])=[CH:27][CH:26]=3)[CH:18]=2)[C@@H:6]1[O:32][C:33](=[O:35])[CH3:34])(=[O:3])[CH3:2].C(=O)([O-])[O-].[Cs+].[Cs+].[O:42]1[CH2:46][CH2:45][C@@H:44](OS(C2C=CC(C)=CC=2)(=O)=O)[CH2:43]1.